From a dataset of Merck oncology drug combination screen with 23,052 pairs across 39 cell lines. Regression. Given two drug SMILES strings and cell line genomic features, predict the synergy score measuring deviation from expected non-interaction effect. (1) Drug 1: CC(=O)OC1C(=O)C2(C)C(O)CC3OCC3(OC(C)=O)C2C(OC(=O)c2ccccc2)C2(O)CC(OC(=O)C(O)C(NC(=O)c3ccccc3)c3ccccc3)C(C)=C1C2(C)C. Drug 2: CC(C)CC(NC(=O)C(Cc1ccccc1)NC(=O)c1cnccn1)B(O)O. Cell line: RKO. Synergy scores: synergy=-13.9. (2) Drug 1: CN1C(=O)C=CC2(C)C3CCC4(C)C(NC(=O)OCC(F)(F)F)CCC4C3CCC12. Drug 2: CCN(CC)CCNC(=O)c1c(C)[nH]c(C=C2C(=O)Nc3ccc(F)cc32)c1C. Cell line: SW837. Synergy scores: synergy=-17.6. (3) Drug 1: Cn1nnc2c(C(N)=O)ncn2c1=O. Drug 2: COC1CC2CCC(C)C(O)(O2)C(=O)C(=O)N2CCCCC2C(=O)OC(C(C)CC2CCC(OP(C)(C)=O)C(OC)C2)CC(=O)C(C)C=C(C)C(O)C(OC)C(=O)C(C)CC(C)C=CC=CC=C1C. Cell line: NCIH2122. Synergy scores: synergy=21.6. (4) Drug 1: NC1CCCCC1N.O=C(O)C(=O)O.[Pt+2]. Drug 2: CCc1cnn2c(NCc3ccc[n+]([O-])c3)cc(N3CCCCC3CCO)nc12. Cell line: RKO. Synergy scores: synergy=11.8.